This data is from Catalyst prediction with 721,799 reactions and 888 catalyst types from USPTO. The task is: Predict which catalyst facilitates the given reaction. Reactant: [NH2:1][C@H:2]1[CH2:7][CH2:6][C@H:5]([NH:8][C:9]2[CH:10]=[C:11]([N:28]([CH:38]3[CH2:40][CH2:39]3)CC3C=CC(OC)=CC=3)[C:12]3[N:13]([C:15]([C:18]([NH:20][C:21]4[CH:26]=[CH:25][N:24]=[C:23]([F:27])[CH:22]=4)=[O:19])=[CH:16][N:17]=3)[N:14]=2)[CH2:4][CH2:3]1.CCN(C(C)C)C(C)C.[C:50]1([S:56](Cl)(=[O:58])=[O:57])[CH:55]=[CH:54][CH:53]=[CH:52][CH:51]=1.C(O)(C(F)(F)F)=O. Product: [CH:38]1([NH:28][C:11]2[C:12]3[N:13]([C:15]([C:18]([NH:20][C:21]4[CH:26]=[CH:25][N:24]=[C:23]([F:27])[CH:22]=4)=[O:19])=[CH:16][N:17]=3)[N:14]=[C:9]([NH:8][C@H:5]3[CH2:4][CH2:3][C@H:2]([NH:1][S:56]([C:50]4[CH:55]=[CH:54][CH:53]=[CH:52][CH:51]=4)(=[O:58])=[O:57])[CH2:7][CH2:6]3)[CH:10]=2)[CH2:39][CH2:40]1. The catalyst class is: 2.